From a dataset of Experimentally validated miRNA-target interactions with 360,000+ pairs, plus equal number of negative samples. Binary Classification. Given a miRNA mature sequence and a target amino acid sequence, predict their likelihood of interaction. (1) The miRNA is hsa-miR-4762-3p with sequence CUUCUGAUCAAGAUUUGUGGUG. The protein sequence of the target gene is MGNASFGSKEQKLLKRLRLLPALLILRAFKPHRKIRDYRVVVVGTAGVGKSTLLHKWASGNFRHEYLPTIENTYCQLLGCSHGVLSLHITDSKSGDGNRALQRHVIARGHAFVLVYSVTKKETLEELKAFYELICKIKGNNLHKFPIVLVGNKSDDTHREVALNDGATCAMEWNCAFMEISAKTDVNVQELFHMLLNYKKKPTTGLQEPEKKSQMPNTTEKLLDKCIIM. Result: 0 (no interaction). (2) The miRNA is hsa-miR-6515-5p with sequence UUGGAGGGUGUGGAAGACAUC. The protein sequence of the target gene is MAAFRDIEEVSQGLLSLLGANRAEAQQRRLLGRHEQVVERLLETQDGAEKQLREILTMEKEVAQSLLNAKEQVHQGGVELQQLEAGLQEAGEEDTRLKASLLYLTRELEELKEIEADLERQEKEVDEDTTVTIPSAVYVAQLYHQVSKIEWDYECEPGMVKGIHHGPSVAQPIHLDSTQLSRKFISDYLWSLVDTEW. Result: 1 (interaction).